From a dataset of Full USPTO retrosynthesis dataset with 1.9M reactions from patents (1976-2016). Predict the reactants needed to synthesize the given product. (1) Given the product [F:1][C:2]1[CH:3]=[C:4]([CH:29]=[C:30]([N:32]2[CH2:37][CH2:36][O:35][CH2:34][CH2:33]2)[CH:31]=1)[C:5]([NH:7][C:8]1[C:17]2[C:12](=[CH:13][CH:14]=[CH:15][CH:16]=2)[C:11]([O:18][C:19]2[CH:24]=[CH:23][N:22]=[C:21]([N:41]([CH:38]([CH3:40])[CH3:39])[CH3:42])[N:20]=2)=[CH:10][CH:9]=1)=[O:6], predict the reactants needed to synthesize it. The reactants are: [F:1][C:2]1[CH:3]=[C:4]([CH:29]=[C:30]([N:32]2[CH2:37][CH2:36][O:35][CH2:34][CH2:33]2)[CH:31]=1)[C:5]([NH:7][C:8]1[C:17]2[C:12](=[CH:13][CH:14]=[CH:15][CH:16]=2)[C:11]([O:18][C:19]2[CH:24]=[CH:23][N:22]=[C:21](S(C)(=O)=O)[N:20]=2)=[CH:10][CH:9]=1)=[O:6].[CH:38]([NH:41][CH3:42])([CH3:40])[CH3:39]. (2) The reactants are: [CH3:1][N:2]([CH3:7])[CH2:3][C:4](O)=[O:5].C(N(CC)CC)C.CN(C(ON1N=NC2C=CC=NC1=2)=[N+](C)C)C.F[P-](F)(F)(F)(F)F.Cl.[NH2:40][CH2:41][CH2:42][O:43][C:44]1[CH:49]=[CH:48][C:47]([NH:50][C:51](=[O:60])[C:52]2[CH:57]=[CH:56][CH:55]=[C:54]([O:58][CH3:59])[CH:53]=2)=[CH:46][C:45]=1[C:61]1[N:65]([CH3:66])[N:64]=[CH:63][CH:62]=1.CCOCC. Given the product [CH3:1][N:2]([CH3:7])[CH2:3][C:4]([NH:40][CH2:41][CH2:42][O:43][C:44]1[CH:49]=[CH:48][C:47]([NH:50][C:51](=[O:60])[C:52]2[CH:57]=[CH:56][CH:55]=[C:54]([O:58][CH3:59])[CH:53]=2)=[CH:46][C:45]=1[C:61]1[N:65]([CH3:66])[N:64]=[CH:63][CH:62]=1)=[O:5], predict the reactants needed to synthesize it. (3) The reactants are: Br[C:2]1[CH:7]=[CH:6][C:5]([C:8]2[N:9]=[CH:10][O:11][CH:12]=2)=[CH:4][CH:3]=1.C([Sn](CCCC)(CCCC)[C:18]([O:20]CC)=[CH2:19])CCC.[Cl-].[Li+]. Given the product [O:11]1[CH:12]=[C:8]([C:5]2[CH:6]=[CH:7][C:2]([C:18](=[O:20])[CH3:19])=[CH:3][CH:4]=2)[N:9]=[CH:10]1, predict the reactants needed to synthesize it. (4) Given the product [C:1]([O:5][C:6]([N:8]1[CH2:13][CH2:12][C:11]2[C:14]([C:15]([F:18])([F:17])[F:16])=[N:22][NH:23][C:10]=2[CH2:9]1)=[O:7])([CH3:4])([CH3:3])[CH3:2], predict the reactants needed to synthesize it. The reactants are: [C:1]([O:5][C:6]([N:8]1[CH2:13][CH2:12][CH:11]([C:14](=O)[C:15]([F:18])([F:17])[F:16])[C:10](=O)[CH2:9]1)=[O:7])([CH3:4])([CH3:3])[CH3:2].O.[NH2:22][NH2:23]. (5) Given the product [C:24]1([N:30]2[C:34]([S:35][CH2:2][C:3]([N:5]3[CH2:23][CH2:22][CH2:21][C@H:6]3[C:7]([NH:9][C:10]3[CH:15]=[CH:14][CH:13]=[CH:12][C:11]=3[N:16]3[CH:20]=[CH:19][CH:18]=[CH:17]3)=[O:8])=[O:4])=[N:33][N:32]=[N:31]2)[CH:25]=[CH:26][CH:27]=[CH:28][CH:29]=1, predict the reactants needed to synthesize it. The reactants are: Br[CH2:2][C:3]([N:5]1[CH2:23][CH2:22][CH2:21][C@H:6]1[C:7]([NH:9][C:10]1[CH:15]=[CH:14][CH:13]=[CH:12][C:11]=1[N:16]1[CH:20]=[CH:19][CH:18]=[CH:17]1)=[O:8])=[O:4].[C:24]1([N:30]2[C:34]([SH:35])=[N:33][N:32]=[N:31]2)[CH:29]=[CH:28][CH:27]=[CH:26][CH:25]=1.C(=O)([O-])[O-].[Cs+].[Cs+]. (6) The reactants are: Cl[C:2]1[N:3]=[CH:4][C:5]2[C:10]([C:11]=1[CH2:12][O:13][C:14]1[C:19]([CH:20]=[O:21])=[CH:18][C:17]([O:22][CH3:23])=[N:16][CH:15]=1)=[CH:9][CH:8]=[CH:7][CH:6]=2.[CH3:24][Si:25]([CH3:39])([CH3:38])[CH2:26][CH2:27][O:28][CH2:29][N:30]1[C:34](B(O)O)=[CH:33][CH:32]=[N:31]1.C([O-])([O-])=O.[K+].[K+]. Given the product [CH3:23][O:22][C:17]1[CH:18]=[C:19]([C:14]([O:13][CH2:12][C:11]2[C:10]3[C:5](=[CH:6][CH:7]=[CH:8][CH:9]=3)[CH:4]=[N:3][C:2]=2[C:34]2[N:30]([CH2:29][O:28][CH2:27][CH2:26][Si:25]([CH3:39])([CH3:38])[CH3:24])[N:31]=[CH:32][CH:33]=2)=[CH:15][N:16]=1)[CH:20]=[O:21], predict the reactants needed to synthesize it.